From a dataset of Reaction yield outcomes from USPTO patents with 853,638 reactions. Predict the reaction yield, written as a fraction of the theoretical maximum amount of product (1.0 means a 100% yield; for example, 0.34 means a 34% yield). (1) The reactants are [F:1][C:2]1[CH:7]=[CH:6][C:5]([N:8]2[CH2:12][CH2:11][CH:10]([C:13]([OH:15])=[O:14])[C:9]2=[O:16])=[CH:4][CH:3]=1.CO.[CH2:19]1COCC1.[N+](=C[Si](C)(C)C)=[N-]. The catalyst is CCOCC. The product is [F:1][C:2]1[CH:3]=[CH:4][C:5]([N:8]2[CH2:12][CH2:11][CH:10]([C:13]([O:15][CH3:19])=[O:14])[C:9]2=[O:16])=[CH:6][CH:7]=1. The yield is 0.980. (2) The reactants are [Cl:1][C:2]1[N:7]=[C:6]([NH:8][CH2:9][CH2:10][CH3:11])[N:5]=[C:4]([N:12]([CH3:15])[O:13][CH3:14])[N:3]=1.C(OCC)C.[N:21]([CH3:24])([CH3:23])[CH3:22]. The catalyst is O1CCOCC1. The product is [Cl-:1].[CH3:14][O:13][N:12]([C:4]1[N:5]=[C:6]([NH:8][CH2:9][CH2:10][CH3:11])[N:7]=[C:2]([N+:21]([CH3:24])([CH3:23])[CH3:22])[N:3]=1)[CH3:15]. The yield is 0.920. (3) The reactants are C[O:2][C:3]1[CH:8]=[CH:7][C:6]([CH2:9][CH2:10][CH2:11][CH2:12][C:13]2[N:14]=[N:15][NH:16][N:17]=2)=[CH:5][CH:4]=1.Br.[OH-].[Na+]. No catalyst specified. The product is [N:17]1[NH:16][N:15]=[N:14][C:13]=1[CH2:12][CH2:11][CH2:10][CH2:9][C:6]1[CH:5]=[CH:4][C:3]([OH:2])=[CH:8][CH:7]=1. The yield is 0.520. (4) The reactants are CCN(S(F)(F)[F:7])CC.[Br:10][C:11]1[CH:12]=[C:13]2[C:18]([NH:19][C@@H:20]3[CH2:24][N:23]([C:25]([O:27][CH2:28][C:29]4[CH:34]=[CH:33][CH:32]=[CH:31][CH:30]=4)=[O:26])[CH2:22][C@:21]3(O)[CH3:35])=[C:17]([C:37]#[N:38])[CH:16]=[N:15][N:14]2[CH:39]=1. The catalyst is ClCCl. The product is [Br:10][C:11]1[CH:12]=[C:13]2[C:18]([NH:19][C@@H:20]3[CH2:24][N:23]([C:25]([O:27][CH2:28][C:29]4[CH:34]=[CH:33][CH:32]=[CH:31][CH:30]=4)=[O:26])[CH2:22][C@@:21]3([F:7])[CH3:35])=[C:17]([C:37]#[N:38])[CH:16]=[N:15][N:14]2[CH:39]=1. The yield is 0.390. (5) The reactants are [CH3:1][O:2][C:3]1([C:6]2[CH:11]=[CH:10][C:9]([C:12]#[C:13][C:14]3[CH:24]=[CH:23][C:17]([C:18]([O:20]CC)=[O:19])=[CH:16][CH:15]=3)=[CH:8][CH:7]=2)[CH2:5][CH2:4]1.[OH-].[Na+]. The catalyst is C(O)C.O1CCCC1. The product is [CH3:1][O:2][C:3]1([C:6]2[CH:7]=[CH:8][C:9]([C:12]#[C:13][C:14]3[CH:15]=[CH:16][C:17]([C:18]([OH:20])=[O:19])=[CH:23][CH:24]=3)=[CH:10][CH:11]=2)[CH2:5][CH2:4]1. The yield is 0.860. (6) The reactants are F[C:2]1[CH:9]=[CH:8][C:5]([C:6]#[N:7])=[CH:4][CH:3]=1.[Br:10][C:11]1[CH:17]=[CH:16][C:14]([NH2:15])=[CH:13][C:12]=1[CH3:18].C(OC(C)(C)C)(C)(C)C.[K].O. The catalyst is CN(C)C=O. The product is [Br:10][C:11]1[CH:17]=[CH:16][C:14]([NH:15][C:2]2[CH:9]=[CH:8][C:5]([C:6]#[N:7])=[CH:4][CH:3]=2)=[CH:13][C:12]=1[CH3:18]. The yield is 0.240. (7) The reactants are [CH2:1]([O:8][C:9]1[CH:14]=[CH:13][C:12]([C@@H:15]([NH:28][C:29](=[O:38])[C@H:30]([C:32]2[CH:37]=[CH:36][CH:35]=[CH:34][CH:33]=2)[CH3:31])[C@@H:16]2[CH2:20][CH2:19][CH2:18][N:17]2C(OC(C)(C)C)=O)=[CH:11][CH:10]=1)[C:2]1[CH:7]=[CH:6][CH:5]=[CH:4][CH:3]=1.Cl. No catalyst specified. The product is [CH2:1]([O:8][C:9]1[CH:14]=[CH:13][C:12]([C@H:15]([C@H:16]2[CH2:20][CH2:19][CH2:18][NH:17]2)[NH:28][C:29](=[O:38])[C@H:30]([C:32]2[CH:37]=[CH:36][CH:35]=[CH:34][CH:33]=2)[CH3:31])=[CH:11][CH:10]=1)[C:2]1[CH:3]=[CH:4][CH:5]=[CH:6][CH:7]=1. The yield is 0.619. (8) The reactants are [CH2:1]([N:3]1[CH2:8][C:7]([CH3:10])([CH3:9])[O:6][C:5](=[O:11])[CH:4]1[CH2:12][C:13]([OH:15])=O)[CH3:2].C(N(C(C)C)CC)(C)C.CN(C(ON1N=NC2C=CC=NC1=2)=[N+](C)C)C.F[P-](F)(F)(F)(F)F.[CH:49]1([CH2:55][NH2:56])[CH2:54][CH2:53][CH2:52][CH2:51][CH2:50]1. The catalyst is CN(C=O)C. The product is [CH:49]1([CH2:55][NH:56][C:13](=[O:15])[CH2:12][CH:4]2[C:5](=[O:11])[O:6][C:7]([CH3:9])([CH3:10])[CH2:8][N:3]2[CH2:1][CH3:2])[CH2:54][CH2:53][CH2:52][CH2:51][CH2:50]1. The yield is 0.470. (9) The reactants are [Br:1][C:2]1[CH:3]=[C:4](/[C:8](/[CH3:12])=[CH:9]/[CH2:10]O)[CH:5]=[CH:6][CH:7]=1.CC(OI1(OC(C)=O)(OC(C)=O)OC(=O)C2C=CC=CC1=2)=[O:15].C([O-])(O)=O.[Na+].[O-]S([O-])(=S)=O.[Na+].[Na+]. The catalyst is C(Cl)Cl. The product is [Br:1][C:2]1[CH:3]=[C:4]([C:8](=[CH:9][CH3:10])[CH:12]=[O:15])[CH:5]=[CH:6][CH:7]=1. The yield is 0.890. (10) The reactants are C([O:3][C:4](=[O:38])[CH2:5][CH2:6][NH:7][C:8]([C:10]1[N:15]=[CH:14][C:13]([NH:16][CH:17]([C:22]2[CH:27]=[CH:26][C:25]([C:28]3[CH:33]=[CH:32][C:31]([C:34]([F:37])([F:36])[F:35])=[CH:30][CH:29]=3)=[CH:24][CH:23]=2)[CH2:18][CH:19]([CH3:21])[CH3:20])=[CH:12][N:11]=1)=[O:9])C.FC(F)(F)C1C=CC(C2N=CC(C=O)=CN=2)=CC=1.[OH-].[Na+].Cl. The catalyst is O1CCCC1.CO. The product is [CH3:20][CH:19]([CH3:21])[CH2:18][CH:17]([NH:16][C:13]1[CH:12]=[N:11][C:10]([C:8]([NH:7][CH2:6][CH2:5][C:4]([OH:38])=[O:3])=[O:9])=[N:15][CH:14]=1)[C:22]1[CH:27]=[CH:26][C:25]([C:28]2[CH:29]=[CH:30][C:31]([C:34]([F:36])([F:35])[F:37])=[CH:32][CH:33]=2)=[CH:24][CH:23]=1. The yield is 0.780.